Dataset: Full USPTO retrosynthesis dataset with 1.9M reactions from patents (1976-2016). Task: Predict the reactants needed to synthesize the given product. (1) Given the product [Cl:35][C:36]1[CH:37]=[C:38]([C:42]#[C:43][C:44]2([OH:50])[CH2:49][CH2:48][N:47]([C:29]([C:28]3[CH:32]=[CH:33][CH:34]=[C:26]([F:25])[CH:27]=3)=[O:31])[CH2:46][CH2:45]2)[CH:39]=[CH:40][CH:41]=1, predict the reactants needed to synthesize it. The reactants are: CN(C(F)=[N+](C)C)C.F[P-](F)(F)(F)(F)F.CCN(C(C)C)C(C)C.[F:25][C:26]1[CH:27]=[C:28]([CH:32]=[CH:33][CH:34]=1)[C:29]([OH:31])=O.[Cl:35][C:36]1[CH:37]=[C:38]([C:42]#[C:43][C:44]2([OH:50])[CH2:49][CH2:48][NH:47][CH2:46][CH2:45]2)[CH:39]=[CH:40][CH:41]=1. (2) Given the product [Si:11]([O:18][CH2:19][CH2:20][CH:21]1[C:26]2[CH:27]=[CH:28][C:29]([C:37]([NH2:36])=[O:38])=[CH:30][C:25]=2[CH2:24][CH2:23][O:22]1)([C:14]([CH3:17])([CH3:16])[CH3:15])([CH3:13])[CH3:12], predict the reactants needed to synthesize it. The reactants are: C([Li])(C)(C)C.CCCCC.[Si:11]([O:18][CH2:19][CH2:20][CH:21]1[C:26]2[CH:27]=[CH:28][C:29](Br)=[CH:30][C:25]=2[CH2:24][CH2:23][O:22]1)([C:14]([CH3:17])([CH3:16])[CH3:15])([CH3:13])[CH3:12].C[Si]([N:36]=[C:37]=[O:38])(C)C.[Cl-].[OH-].[Na+]. (3) Given the product [CH2:31]([C:34]1[CH:40]=[CH:39][C:37]([N:38]2[CH2:13][CH2:12][C:6]3([CH2:7][CH2:8][N:9]([S:25]([C:20]4[CH:21]=[CH:22][CH:23]=[CH:24][C:19]=4[O:18][C:17]([F:30])([F:29])[F:16])(=[O:27])=[O:26])[CH2:10][CH2:11]3)[C:4]2=[O:5])=[CH:36][CH:35]=1)[CH2:32][CH3:33], predict the reactants needed to synthesize it. The reactants are: C(O[C:4]([C:6]1([CH2:12][CH2:13]OC)[CH2:11][CH2:10][NH:9][CH2:8][CH2:7]1)=[O:5])C.[F:16][C:17]([F:30])([F:29])[O:18][C:19]1[CH:24]=[CH:23][CH:22]=[CH:21][C:20]=1[S:25](Cl)(=[O:27])=[O:26].[CH2:31]([C:34]1[CH:40]=[CH:39][C:37]([NH2:38])=[CH:36][CH:35]=1)[CH2:32][CH3:33]. (4) Given the product [CH2:20]([NH:27][CH2:15][CH:14]([CH3:17])[C:13]([C:12]1[C:4]([CH:1]([CH3:3])[CH3:2])=[N:5][N:6]2[CH:11]=[CH:10][CH:9]=[CH:8][C:7]=12)=[O:16])[C:21]1[CH:26]=[CH:25][CH:24]=[CH:23][CH:22]=1, predict the reactants needed to synthesize it. The reactants are: [CH:1]([C:4]1[C:12]([C:13](=[O:16])[CH2:14][CH3:15])=[C:7]2[CH:8]=[CH:9][CH:10]=[CH:11][N:6]2[N:5]=1)([CH3:3])[CH3:2].[CH2:17]=O.Cl.[CH2:20]([NH2:27])[C:21]1[CH:26]=[CH:25][CH:24]=[CH:23][CH:22]=1.Cl. (5) Given the product [Cl:18][C:19]1[C:20]([C:2]2[S:6][C:5]([C:7]([NH:9][C:10]3[C:15]([F:16])=[CH:14][CH:13]=[CH:12][C:11]=3[F:17])=[O:8])=[CH:4][CH:3]=2)=[CH:21][C:22]2[O:26][C:25]([CH3:27])=[N:24][C:23]=2[CH:28]=1, predict the reactants needed to synthesize it. The reactants are: Br[C:2]1[S:6][C:5]([C:7]([NH:9][C:10]2[C:15]([F:16])=[CH:14][CH:13]=[CH:12][C:11]=2[F:17])=[O:8])=[CH:4][CH:3]=1.[Cl:18][C:19]1[C:20](B2OC(C)(C)C(C)(C)O2)=[CH:21][C:22]2[O:26][C:25]([CH3:27])=[N:24][C:23]=2[CH:28]=1.C(=O)([O-])[O-].[Na+].[Na+].CC(=O)OCC.[Cl-].[Na+].O. (6) Given the product [NH2:12][C:13]1[C:22]2[N:23]=[C:24]([CH2:31][CH2:32][CH2:33][CH3:34])[N:25]([CH2:26][CH2:27][CH2:28][CH2:29][NH:30][C:9](=[O:11])[CH2:8][S:7][C:2]3[N:1]=[CH:6][CH:5]=[CH:4][N:3]=3)[C:21]=2[C:20]2[N:19]=[CH:18][CH:17]=[CH:16][C:15]=2[N:14]=1, predict the reactants needed to synthesize it. The reactants are: [N:1]1[CH:6]=[CH:5][CH:4]=[N:3][C:2]=1[S:7][CH2:8][C:9]([OH:11])=O.[NH2:12][C:13]1[C:22]2[N:23]=[C:24]([CH2:31][CH2:32][CH2:33][CH3:34])[N:25]([CH2:26][CH2:27][CH2:28][CH2:29][NH2:30])[C:21]=2[C:20]2[N:19]=[CH:18][CH:17]=[CH:16][C:15]=2[N:14]=1.